Task: Predict the reactants needed to synthesize the given product.. Dataset: Full USPTO retrosynthesis dataset with 1.9M reactions from patents (1976-2016) (1) Given the product [NH:8]1[CH2:13][CH2:12][C:11]2([C:21]3[C:16](=[CH:17][CH:18]=[CH:19][CH:20]=3)[NH:15][C:14]2=[O:22])[CH2:10][CH2:9]1, predict the reactants needed to synthesize it. The reactants are: C([N:8]1[CH2:13][CH2:12][C:11]2([C:21]3[C:16](=[CH:17][CH:18]=[CH:19][CH:20]=3)[NH:15][C:14]2=[O:22])[CH2:10][CH2:9]1)C1C=CC=CC=1. (2) The reactants are: [CH3:1][C:2]1[CH:23]=[C:22]([N:24]2[CH:28]=[C:27]([C:29]([F:32])([F:31])[F:30])[CH:26]=[N:25]2)[CH:21]=[CH:20][C:3]=1[O:4][CH:5]([C:9]1[CH:19]=[CH:18][C:12]([C:13]([O:15]CC)=[O:14])=[CH:11][CH:10]=1)[CH2:6][CH2:7][CH3:8].O.[OH-].[Li+].CO.C1COCC1. Given the product [CH3:1][C:2]1[CH:23]=[C:22]([N:24]2[CH:28]=[C:27]([C:29]([F:30])([F:32])[F:31])[CH:26]=[N:25]2)[CH:21]=[CH:20][C:3]=1[O:4][CH:5]([C:9]1[CH:19]=[CH:18][C:12]([C:13]([OH:15])=[O:14])=[CH:11][CH:10]=1)[CH2:6][CH2:7][CH3:8], predict the reactants needed to synthesize it. (3) Given the product [CH2:8]([O:15][CH2:16][CH2:17][CH2:18][CH2:19][CH2:20][C@H:21]1[C@@H:37]2[C@H:29]([CH2:30][CH2:31][C@@:32]3([CH3:39])[C@H:36]2[CH2:35][CH2:34][C@@H:33]3[OH:38])[C:28]2[CH:27]=[CH:26][C:25]([OH:40])=[CH:24][C:23]=2[CH2:22]1)[C:9]1[CH:10]=[CH:11][CH:12]=[CH:13][CH:14]=1, predict the reactants needed to synthesize it. The reactants are: C([SiH](CC)CC)C.[CH2:8]([O:15][CH2:16][CH2:17][CH2:18][CH2:19][CH2:20][C@H:21]1[C@@H:37]2[C@H:29]([CH2:30][CH2:31][C@@:32]3([CH3:39])[C@H:36]2[CH2:35][CH2:34][C@@H:33]3[OH:38])[C:28]2[CH:27]=[CH:26][C:25]([OH:40])=[CH:24][C:23]=2[C:22]1=O)[C:9]1[CH:14]=[CH:13][CH:12]=[CH:11][CH:10]=1.C(O)(C(F)(F)F)=O.[OH-].[Na+]. (4) Given the product [C:1]([N:4]1[CH2:9][CH2:8][N:7]([C:40]2[N:41]=[C:42]([C:43]3[CH:48]=[CH:47][CH:46]=[CH:45][CH:44]=3)[C:33]3[C:32](=[O:53])[N:31]([CH2:30][C:29]4[CH:54]=[C:55]([C:57]([F:60])([F:59])[F:58])[CH:56]=[C:27]([C:26]([F:62])([F:25])[F:61])[CH:28]=4)[CH2:38][CH2:37][CH2:36][NH:35][C:34]=3[N:39]=2)[CH2:6][CH2:5]1)(=[O:3])[CH3:2], predict the reactants needed to synthesize it. The reactants are: [C:1]([N:4]1[CH2:9][CH2:8][NH:7][CH2:6][CH2:5]1)(=[O:3])[CH3:2].C(N(C(C)C)CC)(C)C.O1CCOCC1.[F:25][C:26]([F:62])([F:61])[C:27]1[CH:28]=[C:29]([CH:54]=[C:55]([C:57]([F:60])([F:59])[F:58])[CH:56]=1)[CH2:30][N:31]1[CH2:38][CH2:37][CH2:36][NH:35][C:34]2[N:39]=[C:40](S(C)(=O)=O)[N:41]=[C:42]([C:43]3[CH:48]=[CH:47][CH:46]=[CH:45][CH:44]=3)[C:33]=2[C:32]1=[O:53]. (5) Given the product [F:13][C:14]1[CH:21]=[CH:20][C:17]([CH2:18][O:12][C:3]2[CH:4]=[CH:5][C:6]([CH:7]=[CH:8][C:9]([OH:11])=[O:10])=[CH:1][CH:2]=2)=[CH:16][CH:15]=1, predict the reactants needed to synthesize it. The reactants are: [CH:1]1[C:6](/[CH:7]=[CH:8]/[C:9]([OH:11])=[O:10])=[CH:5][CH:4]=[C:3]([OH:12])[CH:2]=1.[F:13][C:14]1[CH:21]=[CH:20][C:17]([CH2:18]Br)=[CH:16][CH:15]=1. (6) Given the product [C:1]1([S:7]([CH2:8][CH2:9][N:10]([CH2:23][C:24]([F:27])([F:25])[F:26])[C:11]2[CH:18]=[CH:17][C:14]([C:15]#[N:16])=[C:13]([C:19]([F:20])([F:21])[F:22])[CH:12]=2)(=[O:28])=[O:34])[CH:2]=[CH:3][CH:4]=[CH:5][CH:6]=1, predict the reactants needed to synthesize it. The reactants are: [C:1]1([S:7][CH2:8][CH2:9][N:10]([CH2:23][C:24]([F:27])([F:26])[F:25])[C:11]2[CH:18]=[CH:17][C:14]([C:15]#[N:16])=[C:13]([C:19]([F:22])([F:21])[F:20])[CH:12]=2)[CH:6]=[CH:5][CH:4]=[CH:3][CH:2]=1.[OH:28]OS([O-])=O.[K+].[OH2:34].